From a dataset of Full USPTO retrosynthesis dataset with 1.9M reactions from patents (1976-2016). Predict the reactants needed to synthesize the given product. (1) Given the product [Br:1][C:2]1[CH:11]=[CH:10][C:5]([C:6]([NH:8][NH:9][C:25]([NH:24][CH2:23][C@@H:20]2[CH2:21][CH2:22][N:18]([C:16]([CH:13]3[CH2:14][CH2:15]3)=[O:17])[CH2:19]2)=[O:26])=[O:7])=[C:4]([CH3:12])[CH:3]=1, predict the reactants needed to synthesize it. The reactants are: [Br:1][C:2]1[CH:11]=[CH:10][C:5]([C:6]([NH:8][NH2:9])=[O:7])=[C:4]([CH3:12])[CH:3]=1.[CH:13]1([C:16]([N:18]2[CH2:22][CH2:21][C@@H:20]([CH2:23][NH:24][C:25](N3C=CN=C3)=[O:26])[CH2:19]2)=[O:17])[CH2:15][CH2:14]1. (2) The reactants are: [CH2:1]([N:8]1[CH2:12][C@@H:11]([OH:13])[C@H:10]([OH:14])[CH2:9]1)[C:2]1[CH:7]=[CH:6][CH:5]=[CH:4][CH:3]=1.[H-].[Na+].CS(O[CH2:22][CH2:23][CH2:24][CH2:25][CH2:26][CH2:27][CH2:28][CH2:29]/[CH:30]=[CH:31]\[CH2:32]/[CH:33]=[CH:34]\[CH2:35][CH2:36][CH2:37][CH2:38][CH3:39])(=O)=O.[Cl-].[NH4+]. Given the product [CH2:1]([N:8]1[CH2:12][C@@H:11]([O:13][CH2:22][CH2:23][CH2:24][CH2:25][CH2:26][CH2:27][CH2:28][CH2:29]/[CH:30]=[CH:31]\[CH2:32]/[CH:33]=[CH:34]\[CH2:35][CH2:36][CH2:37][CH2:38][CH3:39])[C@H:10]([O:14][CH2:22][CH2:23][CH2:24][CH2:25][CH2:26][CH2:27][CH2:28][CH2:29]/[CH:30]=[CH:31]\[CH2:32]/[CH:33]=[CH:34]\[CH2:35][CH2:36][CH2:37][CH2:38][CH3:39])[CH2:9]1)[C:2]1[CH:3]=[CH:4][CH:5]=[CH:6][CH:7]=1, predict the reactants needed to synthesize it. (3) The reactants are: [C:1]([O:8][CH3:9])(=[O:7])[CH2:2][C:3]([O:5][CH3:6])=[O:4].[C:10]1(=O)[CH2:14][CH2:13][CH2:12][CH2:11]1. Given the product [C:10]1([CH:2]([C:1]([O:8][CH3:9])=[O:7])[C:3]([O:5][CH3:6])=[O:4])[CH2:14][CH2:13][CH2:12][CH:11]=1, predict the reactants needed to synthesize it. (4) Given the product [Cl:27][C:24]1[CH:23]=[CH:22][C:21]([C:18]2[N:17]=[N:16][C:15]([C:9]#[C:8][Si:10]([CH3:13])([CH3:12])[CH3:11])=[CH:20][CH:19]=2)=[CH:26][CH:25]=1, predict the reactants needed to synthesize it. The reactants are: C(N(CC)CC)C.[C:8]([Si:10]([CH3:13])([CH3:12])[CH3:11])#[CH:9].Cl[C:15]1[N:16]=[N:17][C:18]([C:21]2[CH:26]=[CH:25][C:24]([Cl:27])=[CH:23][CH:22]=2)=[CH:19][CH:20]=1.